Dataset: Reaction yield outcomes from USPTO patents with 853,638 reactions. Task: Predict the reaction yield, written as a fraction of the theoretical maximum amount of product (1.0 means a 100% yield; for example, 0.34 means a 34% yield). (1) The reactants are [F:1][C:2]1[CH:7]=[CH:6][C:5]([C:8]2[C:16]3[C:11](=[CH:12][CH:13]=[C:14]([NH2:17])[CH:15]=3)[N:10](COCCOC)[N:9]=2)=[CH:4][CH:3]=1.[C:24](Cl)(=[O:31])[C:25]1[CH:30]=[CH:29][CH:28]=[CH:27][CH:26]=1.O. The catalyst is N1C=CC=CC=1. The product is [F:1][C:2]1[CH:3]=[CH:4][C:5]([C:8]2[C:16]3[C:11](=[CH:12][CH:13]=[C:14]([NH:17][C:24](=[O:31])[C:25]4[CH:30]=[CH:29][CH:28]=[CH:27][CH:26]=4)[CH:15]=3)[NH:10][N:9]=2)=[CH:6][CH:7]=1. The yield is 0.190. (2) The reactants are [N+:1]([C:4]1[CH:5]=[C:6]([CH2:10][C:11]([NH:13][C:14]2[CH:15]=[C:16]([NH:20][C:21](=[O:27])[O:22][C:23]([CH3:26])([CH3:25])[CH3:24])[CH:17]=[CH:18][CH:19]=2)=[O:12])[CH:7]=[CH:8][CH:9]=1)([O-])=O.[H][H]. The catalyst is CO.[Pd]. The product is [NH2:1][C:4]1[CH:5]=[C:6]([CH2:10][C:11]([NH:13][C:14]2[CH:15]=[C:16]([NH:20][C:21](=[O:27])[O:22][C:23]([CH3:25])([CH3:24])[CH3:26])[CH:17]=[CH:18][CH:19]=2)=[O:12])[CH:7]=[CH:8][CH:9]=1. The yield is 0.940. (3) The reactants are Cl[C:2]1[CH:7]=[C:6]([NH:8][C:9]2[CH:16]=[CH:15][C:14]([F:17])=[CH:13][C:10]=2[C:11]#[N:12])[C:5]([Cl:18])=[CH:4][N:3]=1.[CH3:19][C:20]1[CH:24]=[C:23]([NH2:25])[N:22]([CH:26]([CH3:28])[CH3:27])[N:21]=1.C(=O)([O-])[O-].[Cs+].[Cs+].C1C=CC(P(C2C(OC3C(P(C4C=CC=CC=4)C4C=CC=CC=4)=CC=CC=3)=CC=CC=2)C2C=CC=CC=2)=CC=1. The catalyst is O1CCOCC1.C([O-])(=O)C.[Pd+2].C([O-])(=O)C. The product is [Cl:18][C:5]1[C:6]([NH:8][C:9]2[CH:16]=[CH:15][C:14]([F:17])=[CH:13][C:10]=2[C:11]#[N:12])=[CH:7][C:2]([NH:25][C:23]2[N:22]([CH:26]([CH3:28])[CH3:27])[N:21]=[C:20]([CH3:19])[CH:24]=2)=[N:3][CH:4]=1. The yield is 0.128. (4) The reactants are Br[C:2]1[CH:7]=[CH:6][C:5]([Br:8])=[CH:4][N:3]=1.[C-:9]#[N:10].[C-]#N.[Na+].O. The catalyst is CN(C)C=O. The product is [C:9]([C:2]1[CH:7]=[CH:6][C:5]([Br:8])=[CH:4][N:3]=1)#[N:10]. The yield is 0.700. (5) The reactants are Br[CH2:2][CH2:3][CH2:4][CH2:5][CH2:6][N:7]1[C:11](=[O:12])[C:10]2=[CH:13][CH:14]=[CH:15][CH:16]=[C:9]2[C:8]1=[O:17].CS(C)=O.O=C1O[C@H]([C@H](CO)O)C([O-])=C1O.[Na+].[C:35]1([C:41]#[CH:42])[CH:40]=[CH:39][CH:38]=[CH:37][CH:36]=1.[N-:43]=[N+:44]=[N-:45].[Na+]. The catalyst is S([O-])([O-])(=O)=O.[Cu+2].O. The product is [C:35]1([C:41]2[N:43]=[N:44][N:45]([CH2:2][CH2:3][CH2:4][CH2:5][CH2:6][N:7]3[C:11](=[O:12])[C:10]4[C:9](=[CH:16][CH:15]=[CH:14][CH:13]=4)[C:8]3=[O:17])[CH:42]=2)[CH:40]=[CH:39][CH:38]=[CH:37][CH:36]=1. The yield is 0.580. (6) The reactants are [N:1]1[CH:6]=[CH:5][N:4]=[CH:3][C:2]=1[N:7]1[C:15]2[CH:14]=[CH:13][N:12]=[CH:11][C:10]=2[N:9]=[N:8]1.[Cl:16][C:17]1[C:25]([C:26]([F:29])([F:28])[F:27])=[CH:24][CH:23]=[CH:22][C:18]=1[C:19](Cl)=[O:20].C[Mg+].[Br-].[C:33]([O-])(O)=O.[Na+]. The catalyst is C1COCC1. The product is [Cl:16][C:17]1[C:25]([C:26]([F:29])([F:28])[F:27])=[CH:24][CH:23]=[CH:22][C:18]=1[C:19]([N:12]1[CH:13]=[CH:14][C:15]2[N:7]([C:2]3[CH:3]=[N:4][CH:5]=[CH:6][N:1]=3)[N:8]=[N:9][C:10]=2[CH:11]1[CH3:33])=[O:20]. The yield is 0.820. (7) The reactants are [Cl:1][C:2]1[CH:3]=[C:4]([F:25])[C:5]([O:23][CH3:24])=[C:6]([NH:8][N:9]=C(C2C=CC=CC=2)C2C=CC=CC=2)[CH:7]=1. The catalyst is C(O)C.Cl. The product is [ClH:1].[Cl:1][C:2]1[CH:3]=[C:4]([F:25])[C:5]([O:23][CH3:24])=[C:6]([NH:8][NH2:9])[CH:7]=1. The yield is 0.920. (8) The reactants are [Cl:1][C:2]1[CH:20]=[C:19]([F:21])[CH:18]=[CH:17][C:3]=1[O:4][C:5]1[CH:12]=[CH:11][CH:10]=[C:9]([C:13]([F:16])([F:15])[F:14])[C:6]=1[CH:7]=[O:8].CC(=CC)C.P([O-])(O)(O)=[O:28].[Na+].Cl([O-])=O.[Na+].Cl. The catalyst is CC(O)(C)C.O.CC#N. The product is [Cl:1][C:2]1[CH:20]=[C:19]([F:21])[CH:18]=[CH:17][C:3]=1[O:4][C:5]1[CH:12]=[CH:11][CH:10]=[C:9]([C:13]([F:16])([F:15])[F:14])[C:6]=1[C:7]([OH:28])=[O:8]. The yield is 0.980.